This data is from Full USPTO retrosynthesis dataset with 1.9M reactions from patents (1976-2016). The task is: Predict the reactants needed to synthesize the given product. (1) The reactants are: Cl[C:2]1[CH:7]=[CH:6][CH:5]=[CH:4][CH:3]=1.[C:8]1([CH3:16])[CH:13]=[CH:12][C:11]([Mg]Br)=[CH:10][CH:9]=1.[Cl-].C(C1C=CC=C(C(C)C)C=1[N+]1C=CN(C2C(C(C)C)=CC=CC=2C(C)C)C=1)(C)C.[Cl-].[NH4+]. Given the product [CH3:16][C:8]1[CH:13]=[CH:12][C:11]([C:2]2[CH:7]=[CH:6][CH:5]=[CH:4][CH:3]=2)=[CH:10][CH:9]=1, predict the reactants needed to synthesize it. (2) Given the product [O:21]1[CH2:25][CH2:24][CH:23]([CH2:26][NH:27][C:12]([C:9]2[CH:8]=[C:7]([CH2:6][C:5]3[CH:15]=[CH:16][CH:17]=[C:3]([C:2]([F:1])([F:19])[F:18])[CH:4]=3)[O:11][N:10]=2)=[O:14])[CH2:22]1, predict the reactants needed to synthesize it. The reactants are: [F:1][C:2]([F:19])([F:18])[C:3]1[CH:4]=[C:5]([CH:15]=[CH:16][CH:17]=1)[CH2:6][C:7]1[O:11][N:10]=[C:9]([C:12]([OH:14])=O)[CH:8]=1.Cl.[O:21]1[CH2:25][CH2:24][CH:23]([CH2:26][NH2:27])[CH2:22]1.C(N(CC)CC)C.ON1C2C=CC=CC=2N=N1.Cl.C(N=C=NCCCN(C)C)C. (3) Given the product [C:1]([C:3]1[CH:4]=[C:5]2[C:9](=[CH:10][CH:11]=1)[NH:8][CH:7]=[C:6]2[CH2:12][CH2:13][CH2:14][CH2:15][N:16]1[CH2:21][CH2:20][N:19]([C:22]2[CH:23]=[CH:24][C:25]3[O:29][C:28]([C:30]([NH2:36])=[O:32])=[CH:27][C:26]=3[CH:35]=2)[CH2:18][CH2:17]1)#[N:2], predict the reactants needed to synthesize it. The reactants are: [C:1]([C:3]1[CH:4]=[C:5]2[C:9](=[CH:10][CH:11]=1)[NH:8][CH:7]=[C:6]2[CH2:12][CH2:13][CH2:14][CH2:15][N:16]1[CH2:21][CH2:20][N:19]([C:22]2[CH:23]=[CH:24][C:25]3[O:29][C:28]([C:30]([O:32]CC)=O)=[CH:27][C:26]=3[CH:35]=2)[CH2:18][CH2:17]1)#[N:2].[NH3:36].CO. (4) Given the product [Cl:1][C:2]1[CH:3]=[C:4]([CH:8]=[C:9]([O:11][CH3:12])[CH:10]=1)[C:5]([NH:14][CH2:15][C:16]1[CH:27]=[CH:26][C:25]([C:28]#[N:29])=[CH:24][C:17]=1[O:18][CH2:19][C:20](=[O:21])[NH:22][CH3:23])=[O:7], predict the reactants needed to synthesize it. The reactants are: [Cl:1][C:2]1[CH:3]=[C:4]([CH:8]=[C:9]([O:11][CH3:12])[CH:10]=1)[C:5]([OH:7])=O.Cl.[NH2:14][CH2:15][C:16]1[CH:27]=[CH:26][C:25]([C:28]#[N:29])=[CH:24][C:17]=1[O:18][CH2:19][C:20]([NH:22][CH3:23])=[O:21].